From a dataset of Peptide-MHC class I binding affinity with 185,985 pairs from IEDB/IMGT. Regression. Given a peptide amino acid sequence and an MHC pseudo amino acid sequence, predict their binding affinity value. This is MHC class I binding data. (1) The peptide sequence is KYQLKHIVW. The MHC is HLA-B15:03 with pseudo-sequence HLA-B15:03. The binding affinity (normalized) is 0.442. (2) The peptide sequence is HTVGLGQGY. The MHC is HLA-A02:01 with pseudo-sequence HLA-A02:01. The binding affinity (normalized) is 0.0847.